This data is from Reaction yield outcomes from USPTO patents with 853,638 reactions. The task is: Predict the reaction yield, written as a fraction of the theoretical maximum amount of product (1.0 means a 100% yield; for example, 0.34 means a 34% yield). The reactants are C1COCC1.[H-].[H-].[H-].[H-].[Li+].[Al+3].[N:12]([CH2:15][C:16]1[C:24]2[C:19](=[CH:20][CH:21]=[C:22]([Cl:25])[CH:23]=2)[NH:18][N:17]=1)=[N+]=[N-]. The catalyst is CCOCC. The product is [NH2:12][CH2:15][C:16]1[C:24]2[C:19](=[CH:20][CH:21]=[C:22]([Cl:25])[CH:23]=2)[NH:18][N:17]=1. The yield is 0.370.